Task: Predict the reactants needed to synthesize the given product.. Dataset: Full USPTO retrosynthesis dataset with 1.9M reactions from patents (1976-2016) (1) Given the product [CH2:28]([O:27][C:25]([C:18]1([C:16]([O:15][CH2:13][CH3:14])=[O:17])[CH2:23][CH2:22][C:21]([O:24][S:32]([C:31]([F:51])([F:50])[F:30])(=[O:34])=[O:33])=[CH:20][CH2:19]1)=[O:26])[CH3:29], predict the reactants needed to synthesize it. The reactants are: C(NC(C)C)(C)C.C([Li])CCC.[CH2:13]([O:15][C:16]([C:18]1([C:25]([O:27][CH2:28][CH3:29])=[O:26])[CH2:23][CH2:22][C:21](=[O:24])[CH2:20][CH2:19]1)=[O:17])[CH3:14].[F:30][C:31]([F:51])([F:50])[S:32](N(C1C=CC(Cl)=CN=1)[S:32]([C:31]([F:51])([F:50])[F:30])(=[O:34])=[O:33])(=[O:34])=[O:33]. (2) Given the product [Cl:1][C:2]1[CH:3]=[C:4]([CH:9]([C:22]2[CH:23]=[CH:24][C:25]([Cl:28])=[CH:26][CH:27]=2)[C:10]2[C:18]3[C:13](=[C:14]([CH2:19][S:20]([CH3:21])=[O:48])[CH:15]=[CH:16][CH:17]=3)[NH:12][CH:11]=2)[CH:5]=[CH:6][C:7]=1[F:8], predict the reactants needed to synthesize it. The reactants are: [Cl:1][C:2]1[CH:3]=[C:4]([CH:9]([C:22]2[CH:27]=[CH:26][C:25]([Cl:28])=[CH:24][CH:23]=2)[C:10]2[C:18]3[C:13](=[C:14]([CH2:19][S:20][CH3:21])[CH:15]=[CH:16][CH:17]=3)[NH:12][CH:11]=2)[CH:5]=[CH:6][C:7]=1[F:8].ClC1C=CC(C(C2C=CC(Cl)=CC=2)C2C3C(=C(CS(C)=[O:48])C=CC=3)NC=2)=CC=1. (3) Given the product [Cl:1][C:2]1[CH:7]=[CH:6][C:5]([C:8]([CH:10]2[CH2:15][CH2:14][CH2:13][CH2:12][O:11]2)=[O:9])=[CH:4][CH:3]=1, predict the reactants needed to synthesize it. The reactants are: [Cl:1][C:2]1[CH:7]=[CH:6][C:5]([CH:8]([CH:10]2[CH2:15][CH2:14][CH2:13][CH2:12][O:11]2)[OH:9])=[CH:4][CH:3]=1.C([O-])(O)=O.[Na+].CC(OI1(OC(C)=O)(OC(C)=O)OC(=O)C2C=CC=CC1=2)=O. (4) Given the product [CH2:1]([O:3][C:4]([C:6]1([C:9]2[CH:14]=[CH:13][C:12]([C:15]3[CH:20]=[CH:19][C:18]([C:21]4[O:25][N:24]=[C:23]([CH3:26])[C:22]=4[CH2:27][C:29](=[O:28])[CH2:30][CH2:31][C:32]4[CH:37]=[CH:36][CH:35]=[CH:34][CH:33]=4)=[CH:17][CH:16]=3)=[CH:11][CH:10]=2)[CH2:8][CH2:7]1)=[O:5])[CH3:2], predict the reactants needed to synthesize it. The reactants are: [CH2:1]([O:3][C:4]([C:6]1([C:9]2[CH:14]=[CH:13][C:12]([C:15]3[CH:20]=[CH:19][C:18]([C:21]4[O:25][N:24]=[C:23]([CH3:26])[C:22]=4[CH:27]4[CH:29]([CH2:30][CH2:31][C:32]5[CH:37]=[CH:36][CH:35]=[CH:34][CH:33]=5)[O:28]4)=[CH:17][CH:16]=3)=[CH:11][CH:10]=2)[CH2:8][CH2:7]1)=[O:5])[CH3:2].B(F)(F)F.CCOCC. (5) Given the product [NH2:32][C@:16]12[CH2:28][CH2:27][C@@H:26]([C:29]([CH3:31])=[CH2:30])[C@@H:17]1[C@@H:18]1[C@@:13]([CH3:33])([CH2:14][CH2:15]2)[C@@:12]2([CH3:34])[C@@H:21]([C@:22]3([CH3:25])[C@@H:9]([CH2:10][CH2:11]2)[C:8]([CH3:35])([CH3:36])[C:7]([C:47]2[CH2:52][CH2:51][C:50]([C:53]([O:55][CH3:56])=[O:54])=[CH:49][CH:48]=2)=[CH:24][CH2:23]3)[CH2:20][CH2:19]1, predict the reactants needed to synthesize it. The reactants are: FC(F)(F)S(O[C:7]1[C:8]([CH3:36])([CH3:35])[C@H:9]2[C@:22]([CH3:25])([CH2:23][CH:24]=1)[C@@H:21]1[C@:12]([CH3:34])([C@@:13]3([CH3:33])[C@H:18]([CH2:19][CH2:20]1)[C@H:17]1[C@H:26]([C:29]([CH3:31])=[CH2:30])[CH2:27][CH2:28][C@:16]1([NH2:32])[CH2:15][CH2:14]3)[CH2:11][CH2:10]2)(=O)=O.CC1(C)C(C)(C)OB([C:47]2[CH2:52][CH2:51][C:50]([C:53]([O:55][CH3:56])=[O:54])=[CH:49][CH:48]=2)O1.